From a dataset of Forward reaction prediction with 1.9M reactions from USPTO patents (1976-2016). Predict the product of the given reaction. (1) Given the reactants [ClH:1].[OH:2][CH2:3][C:4]1[CH:5]=[C:6]([N:10]2[CH2:15][CH2:14][N:13](C(OC(C)(C)C)=O)[CH2:12][CH2:11]2)[CH:7]=[CH:8][CH:9]=1, predict the reaction product. The product is: [ClH:1].[N:10]1([C:6]2[CH:5]=[C:4]([CH2:3][OH:2])[CH:9]=[CH:8][CH:7]=2)[CH2:15][CH2:14][NH:13][CH2:12][CH2:11]1. (2) The product is: [C:1]12([C:11](=[O:23])[CH2:12][S:13]([CH2:15][C:16]3[CH:17]=[CH:18][C:19]([Cl:22])=[CH:20][CH:21]=3)(=[O:32])=[O:14])[CH2:8][CH:7]3[CH2:9][CH:3]([CH2:4][CH:5]([CH2:6]3)[CH2:10]1)[CH2:2]2. Given the reactants [C:1]12([C:11](=[O:23])[CH2:12][S:13]([CH2:15][C:16]3[CH:21]=[CH:20][C:19]([Cl:22])=[CH:18][CH:17]=3)=[O:14])[CH2:10][CH:5]3[CH2:6][CH:7]([CH2:9][CH:3]([CH2:4]3)[CH2:2]1)[CH2:8]2.C1C=C(Cl)C=C(C(OO)=[O:32])C=1, predict the reaction product. (3) Given the reactants [NH:1]1[CH:5]=[C:4]([C:6]2[N:11]=[CH:10][C:9]3[CH:12]=[N:13][N:14]([C:15]4[N:20]=[C:19]([N:21]5[CH2:27][CH2:26][CH2:25][N:24](C(OC(C)(C)C)=O)[CH2:23][CH2:22]5)[CH:18]=[CH:17][CH:16]=4)[C:8]=3[CH:7]=2)[CH:3]=[N:2]1.Br[CH:36]1[CH2:39][CH2:38][CH2:37]1, predict the reaction product. The product is: [N:21]1([C:19]2[N:20]=[C:15]([N:14]3[C:8]4[CH:7]=[C:6]([C:4]5[CH:5]=[N:1][N:2]([CH:36]6[CH2:39][CH2:38][CH2:37]6)[CH:3]=5)[N:11]=[CH:10][C:9]=4[CH:12]=[N:13]3)[CH:16]=[CH:17][CH:18]=2)[CH2:27][CH2:26][CH2:25][NH:24][CH2:23][CH2:22]1.